From a dataset of Reaction yield outcomes from USPTO patents with 853,638 reactions. Predict the reaction yield, written as a fraction of the theoretical maximum amount of product (1.0 means a 100% yield; for example, 0.34 means a 34% yield). (1) The reactants are [C:1]([O:7][CH2:8][CH3:9])(=[O:6])[C:2]#[C:3][CH2:4][CH3:5]. The catalyst is [Pd].CC([O-])=O.CC([O-])=O.[Pb+2].C1COCC1.N1C=CC=CC=1. The product is [C:1]([O:7][CH2:8][CH3:9])(=[O:6])/[CH:2]=[CH:3]\[CH2:4][CH3:5]. The yield is 0.980. (2) The reactants are [CH:1]([N:4]1[C:8]([C:9]2[N:18]=[C:17]3[N:11]([CH2:12][CH2:13][O:14][C:15]4[CH:22]=[C:21]([OH:23])[CH:20]=[CH:19][C:16]=43)[CH:10]=2)=[N:7][CH:6]=[N:5]1)([CH3:3])[CH3:2].[C:24]([O:29][C:30]([CH3:33])([CH3:32])[CH3:31])(=[O:28])[C@@H:25]([CH3:27])O.CO. The product is [C:30]([O:29][C:24](=[O:28])[C@@H:25]([O:23][C:21]1[CH:20]=[CH:19][C:16]2[C:17]3[N:11]([CH2:12][CH2:13][O:14][C:15]=2[CH:22]=1)[CH:10]=[C:9]([C:8]1[N:4]([CH:1]([CH3:3])[CH3:2])[N:5]=[CH:6][N:7]=1)[N:18]=3)[CH3:27])([CH3:33])([CH3:32])[CH3:31]. The yield is 0.620. The catalyst is C(Cl)Cl. (3) The reactants are [F:1][C:2]1[CH:3]=[C:4]([C:9]2[CH2:10][CH2:11][O:12][CH2:13][CH:14]=2)[CH:5]=[C:6]([F:8])[CH:7]=1. The catalyst is CO.[Pd]. The product is [F:1][C:2]1[CH:3]=[C:4]([CH:9]2[CH2:10][CH2:11][O:12][CH2:13][CH2:14]2)[CH:5]=[C:6]([F:8])[CH:7]=1. The yield is 0.710.